This data is from Catalyst prediction with 721,799 reactions and 888 catalyst types from USPTO. The task is: Predict which catalyst facilitates the given reaction. (1) Reactant: [CH2:1]([OH:7])[CH2:2][CH2:3][CH2:4][CH2:5][CH3:6].[CH:8]1[N:12]=[CH:11][N:10]([C:13](N2C=NC=C2)=[O:14])[CH:9]=1. Product: [N:10]1([C:13]([O:7][CH2:1][CH2:2][CH2:3][CH2:4][CH2:5][CH3:6])=[O:14])[CH:9]=[CH:8][N:12]=[CH:11]1. The catalyst class is: 7. (2) Reactant: CS[C:3]1[N:8]=[C:7]([C:9]([NH:11][C:12]2[CH:25]=[CH:24][C:15]3[O:16][C:17]([F:23])([F:22])[C:18]([F:21])([F:20])[O:19][C:14]=3[CH:13]=2)=[O:10])[C:6]([NH:26][CH2:27][C:28]2[CH:33]=[CH:32][N:31]=[CH:30][CH:29]=2)=[CH:5][N:4]=1. The catalyst class is: 592. Product: [N:31]1[CH:30]=[CH:29][C:28]([CH2:27][NH:26][C:6]2[C:7]([C:9]([NH:11][C:12]3[CH:25]=[CH:24][C:15]4[O:16][C:17]([F:22])([F:23])[C:18]([F:21])([F:20])[O:19][C:14]=4[CH:13]=3)=[O:10])=[N:8][CH:3]=[N:4][CH:5]=2)=[CH:33][CH:32]=1.